This data is from Peptide-MHC class II binding affinity with 134,281 pairs from IEDB. The task is: Regression. Given a peptide amino acid sequence and an MHC pseudo amino acid sequence, predict their binding affinity value. This is MHC class II binding data. The MHC is HLA-DQA10501-DQB10201 with pseudo-sequence HLA-DQA10501-DQB10201. The peptide sequence is AEHQAIISDVLTASD. The binding affinity (normalized) is 0.542.